Dataset: Peptide-MHC class I binding affinity with 185,985 pairs from IEDB/IMGT. Task: Regression. Given a peptide amino acid sequence and an MHC pseudo amino acid sequence, predict their binding affinity value. This is MHC class I binding data. (1) The peptide sequence is SAFNDDGIYI. The MHC is HLA-A02:06 with pseudo-sequence HLA-A02:06. The binding affinity (normalized) is 0.657. (2) The binding affinity (normalized) is 0.291. The peptide sequence is RPLMKNTYL. The MHC is HLA-B39:01 with pseudo-sequence HLA-B39:01. (3) The peptide sequence is WMRWGGWPF. The MHC is HLA-B15:42 with pseudo-sequence HLA-B15:42. The binding affinity (normalized) is 0.213. (4) The peptide sequence is DIIRAHPWF. The MHC is HLA-B35:01 with pseudo-sequence HLA-B35:01. The binding affinity (normalized) is 0.0847. (5) The peptide sequence is STSGNNVTV. The MHC is Mamu-A01 with pseudo-sequence Mamu-A01. The binding affinity (normalized) is 0.494.